Dataset: Full USPTO retrosynthesis dataset with 1.9M reactions from patents (1976-2016). Task: Predict the reactants needed to synthesize the given product. (1) Given the product [CH3:1][O:2][C:3]1[CH:4]=[C:5]([CH:26]=[CH:27][C:28]=1[O:29][CH3:30])[CH2:6][N:7]1[C:16](=[O:17])[C:15]2[C:10](=[CH:11][CH:12]=[C:13]([CH:31]=[CH2:32])[CH:14]=2)[N:9]([CH:19]2[CH2:24][CH2:23][O:22][CH2:21][CH2:20]2)[C:8]1=[O:25], predict the reactants needed to synthesize it. The reactants are: [CH3:1][O:2][C:3]1[CH:4]=[C:5]([CH:26]=[CH:27][C:28]=1[O:29][CH3:30])[CH2:6][N:7]1[C:16](=[O:17])[C:15]2[C:10](=[CH:11][CH:12]=[C:13](I)[CH:14]=2)[N:9]([CH:19]2[CH2:24][CH2:23][O:22][CH2:21][CH2:20]2)[C:8]1=[O:25].[CH2:31](C([Sn])=C(CCCC)CCCC)[CH2:32]CC. (2) Given the product [OH:68][CH:66]1[CH2:65][N:64]([CH2:63][C:62]2[CH:69]=[CH:70][C:59]([CH2:58][N:57]([CH3:56])[C:21]([C:18]3[CH:17]=[C:16]([CH2:15][N:13]([S:10]([C:6]4[C:7]([CH3:9])=[CH:8][C:3]([O:2][CH3:1])=[CH:4][C:5]=4[CH3:24])(=[O:11])=[O:12])[CH3:14])[O:20][CH:19]=3)=[O:22])=[CH:60][CH:61]=2)[CH2:67]1, predict the reactants needed to synthesize it. The reactants are: [CH3:1][O:2][C:3]1[CH:8]=[C:7]([CH3:9])[C:6]([S:10]([N:13]([CH2:15][C:16]2[O:20][CH:19]=[C:18]([C:21](O)=[O:22])[CH:17]=2)[CH3:14])(=[O:12])=[O:11])=[C:5]([CH3:24])[CH:4]=1.CCN=C=NCCCN(C)C.C1C=CC2N(O)N=NC=2C=1.CCN(C(C)C)C(C)C.Cl.[CH3:56][NH:57][CH2:58][C:59]1[CH:70]=[CH:69][C:62]([CH2:63][N:64]2[CH2:67][CH:66]([OH:68])[CH2:65]2)=[CH:61][CH:60]=1. (3) Given the product [C:29]([NH:33][C:18](=[O:19])[C:17]1[CH:21]=[CH:22][C:14]([C:11]2[CH2:10][C:9]([C:4]3[CH:3]=[C:2]([Cl:1])[CH:7]=[C:6]([Cl:8])[CH:5]=3)([C:24]([F:27])([F:26])[F:25])[O:13][N:12]=2)=[CH:15][C:16]=1[CH3:23])(=[S:28])[NH2:30], predict the reactants needed to synthesize it. The reactants are: [Cl:1][C:2]1[CH:3]=[C:4]([C:9]2([C:24]([F:27])([F:26])[F:25])[O:13][N:12]=[C:11]([C:14]3[CH:22]=[CH:21][C:17]([C:18](Cl)=[O:19])=[C:16]([CH3:23])[CH:15]=3)[CH2:10]2)[CH:5]=[C:6]([Cl:8])[CH:7]=1.[S-:28][C:29]#[N:30].[K+].O.[NH3:33].O. (4) Given the product [CH3:25][S:10][C:8]1[NH:9][C:5]2[CH:4]=[C:3]([O:12][C:13]3[CH:18]=[CH:17][CH:16]=[C:15]([Cl:19])[C:14]=3[Cl:20])[C:2]([Cl:1])=[CH:11][C:6]=2[N:7]=1.[CH3:2][S:21]([O-:26])(=[O:23])=[O:22], predict the reactants needed to synthesize it. The reactants are: [Cl:1][C:2]1[C:3]([O:12][C:13]2[CH:18]=[CH:17][CH:16]=[C:15]([Cl:19])[C:14]=2[Cl:20])=[CH:4][C:5]2[N:9]=[C:8]([SH:10])[NH:7][C:6]=2[CH:11]=1.[S:21]([O:26]C)(O[CH3:25])(=[O:23])=[O:22]. (5) Given the product [OH:3][C:1]1[CH:4]=[C:5]2[C:10](=[CH:11][CH:12]=1)[O:9][C:8]([C:14]1[CH:15]=[CH:16][C:17]([CH2:26][OH:27])=[CH:18][CH:19]=1)=[CH:7][C:6]2=[O:23], predict the reactants needed to synthesize it. The reactants are: [C:1]([C:4]1C=[CH:12][CH:11]=[C:10]2[C:5]=1[C:6](=[O:23])[C:7](C(=O)C)=[C:8]([C:14]1[CH:19]=[CH:18][CH:17]=[CH:16][CH:15]=1)[O:9]2)(=[O:3])C.C1C[O:27][CH2:26]C1.C([O-])([O-])=O.[K+].[K+].Cl. (6) Given the product [F:1][C:2]1[CH:7]=[CH:6][C:5]([C:8]2[C:10]([C:12]3[CH:17]=[CH:16][C:15]([F:18])=[CH:14][CH:13]=3)=[N:26][CH:19]3[CH:20]([CH2:21][CH2:22][CH2:23][CH2:24]3)[N:25]=2)=[CH:4][CH:3]=1, predict the reactants needed to synthesize it. The reactants are: [F:1][C:2]1[CH:7]=[CH:6][C:5]([C:8]([C:10]([C:12]2[CH:17]=[CH:16][C:15]([F:18])=[CH:14][CH:13]=2)=O)=O)=[CH:4][CH:3]=1.[C@@H:19]1([NH2:26])[CH2:24][CH2:23][CH2:22][CH2:21][C@H:20]1[NH2:25].